This data is from Forward reaction prediction with 1.9M reactions from USPTO patents (1976-2016). The task is: Predict the product of the given reaction. (1) Given the reactants Br[CH:2]([C:17]1[CH:22]=[CH:21][CH:20]=[CH:19][CH:18]=1)[C:3]([C:5]1[C:13]2[C:8](=[C:9]([CH2:14][CH2:15][OH:16])[CH:10]=[CH:11][CH:12]=2)[NH:7][CH:6]=1)=[O:4].[CH3:23][O:24][C:25]1[CH:26]=[C:27]([CH:29]=[C:30]([O:32][CH3:33])[CH:31]=1)[NH2:28], predict the reaction product. The product is: [CH3:33][O:32][C:30]1[CH:29]=[C:27]([NH:28][CH:2]([C:17]2[CH:22]=[CH:21][CH:20]=[CH:19][CH:18]=2)[C:3]([C:5]2[C:13]3[C:8](=[C:9]([CH2:14][CH2:15][OH:16])[CH:10]=[CH:11][CH:12]=3)[NH:7][CH:6]=2)=[O:4])[CH:26]=[C:25]([O:24][CH3:23])[CH:31]=1. (2) Given the reactants [NH2:1][C:2]1[CH:7]=[CH:6][CH:5]=[C:4]([Cl:8])[N:3]=1.[H-].[Na+].Cl[C:12]1[S:13][C:14]([C:17]2[CH:18]=[CH:19][C:20]([C:23]#N)=[N:21][CH:22]=2)=[CH:15][N:16]=1, predict the reaction product. The product is: [Cl:8][C:4]1[N:3]=[C:2]([NH:1][C:12]2[S:13][C:14]([C:17]3[CH:22]=[N:21][C:20]([CH3:23])=[CH:19][CH:18]=3)=[CH:15][N:16]=2)[CH:7]=[CH:6][CH:5]=1. (3) Given the reactants [C:1]([C:3]1[CH:29]=[CH:28][C:6]2[N:7]([C:10]3[CH:11]=[C:12]([NH:24][C:25](=[O:27])[CH3:26])[CH:13]=[C:14]([C:16]4[CH:21]=[CH:20][C:19]([F:22])=[CH:18][C:17]=4[F:23])[CH:15]=3)[CH:8]=[N:9][C:5]=2[CH:4]=1)#[CH:2].[CH2:30]([O:32][C:33](=[O:38])[CH2:34][N:35]=[N+:36]=[N-:37])[CH3:31].O=C1O[C@H]([C@H](CO)O)C([O-])=C1O.[Na+], predict the reaction product. The product is: [C:25]([NH:24][C:12]1[CH:11]=[C:10]([N:7]2[C:6]3[CH:28]=[CH:29][C:3]([C:1]4[N:35]([CH2:34][C:33]([O:32][CH2:30][CH3:31])=[O:38])[N:36]=[N:37][CH:2]=4)=[CH:4][C:5]=3[N:9]=[CH:8]2)[CH:15]=[C:14]([C:16]2[CH:21]=[CH:20][C:19]([F:22])=[CH:18][C:17]=2[F:23])[CH:13]=1)(=[O:27])[CH3:26]. (4) Given the reactants [CH2:1]([O:4][C:5]1[CH:14]=[C:13]2[C:8]([C:9](=[O:17])[CH2:10][C:11]([CH3:16])([CH3:15])[O:12]2)=[C:7]([OH:18])[CH:6]=1)[CH:2]=[CH2:3].[C:19](=O)([O-])[O-].[K+].[K+].IC, predict the reaction product. The product is: [CH2:1]([O:4][C:5]1[CH:14]=[C:13]2[C:8]([C:9](=[O:17])[CH2:10][C:11]([CH3:15])([CH3:16])[O:12]2)=[C:7]([O:18][CH3:19])[CH:6]=1)[CH:2]=[CH2:3]. (5) Given the reactants Br[C:2]1[C:10]2[C:5](=[CH:6][CH:7]=[C:8]([C:11]#[N:12])[CH:9]=2)[N:4]([CH:13]2[CH2:18][CH2:17][CH2:16][CH2:15][O:14]2)[N:3]=1.[NH2:19][C:20]1[CH:21]=[C:22](B(O)O)[CH:23]=[CH:24][CH:25]=1.ClCCl.P([O-])([O-])([O-])=O.[K+].[K+].[K+], predict the reaction product. The product is: [NH2:19][C:20]1[CH:25]=[C:24]([C:2]2[C:10]3[C:5](=[CH:6][CH:7]=[C:8]([C:11]#[N:12])[CH:9]=3)[N:4]([CH:13]3[CH2:18][CH2:17][CH2:16][CH2:15][O:14]3)[N:3]=2)[CH:23]=[CH:22][CH:21]=1. (6) Given the reactants C(NC(C)C)(C)C.[Li]CCCC.CCCCCC.[F:19][C:20]([F:43])([F:42])[O:21][C:22]1[CH:23]=[C:24]([CH:28]([C:31]2[CH:36]=[CH:35][CH:34]=[C:33]([O:37][C:38]([F:41])([F:40])[F:39])[CH:32]=2)[C:29]#[N:30])[CH:25]=[CH:26][CH:27]=1.[F:44][C:45]([F:50])([F:49])[C@@H:46]1[CH2:48][O:47]1, predict the reaction product. The product is: [F:44][C:45]([F:50])([F:49])[C@@H:46]([OH:47])[CH2:48][C:28]([C:31]1[CH:36]=[CH:35][CH:34]=[C:33]([O:37][C:38]([F:41])([F:40])[F:39])[CH:32]=1)([C:24]1[CH:25]=[CH:26][CH:27]=[C:22]([O:21][C:20]([F:42])([F:43])[F:19])[CH:23]=1)[C:29]#[N:30]. (7) Given the reactants [Cl:1][C:2]1[CH:10]=[C:9]2[C:5]([C:6]([CH2:17][CH2:18][CH2:19][O:20][C:21]3[CH:26]=[C:25]([CH3:27])[C:24]([Cl:28])=[C:23]([CH3:29])[CH:22]=3)=[C:7]([C:12]([O:14]CC)=[O:13])[N:8]2[CH3:11])=[CH:4][CH:3]=1.C1COCC1.[Li+].[OH-].Cl, predict the reaction product. The product is: [Cl:1][C:2]1[CH:10]=[C:9]2[C:5]([C:6]([CH2:17][CH2:18][CH2:19][O:20][C:21]3[CH:26]=[C:25]([CH3:27])[C:24]([Cl:28])=[C:23]([CH3:29])[CH:22]=3)=[C:7]([C:12]([OH:14])=[O:13])[N:8]2[CH3:11])=[CH:4][CH:3]=1.